This data is from Forward reaction prediction with 1.9M reactions from USPTO patents (1976-2016). The task is: Predict the product of the given reaction. (1) The product is: [CH2:61]([O:60][CH2:59][CH2:58][O:57][CH2:56][CH2:55][O:54][CH2:53][CH2:52][O:51][CH2:50][CH2:49][O:48][CH2:47][CH2:46][O:44][C:41]1[CH:42]=[CH:43][C:38]([O:37][CH2:36][CH2:35][O:34][CH2:33][CH2:32][O:31][CH2:30][CH2:29][O:28][CH2:27][CH2:26][O:25][CH2:24][CH2:23][O:22][C:3]([C:16]2[CH:21]=[CH:20][CH:19]=[CH:18][CH:17]=2)([C:10]2[CH:11]=[CH:12][CH:13]=[CH:14][CH:15]=2)[C:4]2[CH:5]=[CH:6][CH:7]=[CH:8][CH:9]=2)=[CH:39][CH:40]=1)[C:62]1[CH:63]=[CH:64][CH:65]=[CH:66][CH:67]=1. Given the reactants [H-].[Na+].[C:3]([O:22][CH2:23][CH2:24][O:25][CH2:26][CH2:27][O:28][CH2:29][CH2:30][O:31][CH2:32][CH2:33][O:34][CH2:35][CH2:36][O:37][C:38]1[CH:43]=[CH:42][C:41]([OH:44])=[CH:40][CH:39]=1)([C:16]1[CH:21]=[CH:20][CH:19]=[CH:18][CH:17]=1)([C:10]1[CH:15]=[CH:14][CH:13]=[CH:12][CH:11]=1)[C:4]1[CH:9]=[CH:8][CH:7]=[CH:6][CH:5]=1.Br[CH2:46][CH2:47][O:48][CH2:49][CH2:50][O:51][CH2:52][CH2:53][O:54][CH2:55][CH2:56][O:57][CH2:58][CH2:59][O:60][CH2:61][C:62]1[CH:67]=[CH:66][CH:65]=[CH:64][CH:63]=1, predict the reaction product. (2) Given the reactants [H][H].[CH2:3]=[CH:4][CH3:5].[CH3:6][C:7]1[C:12]2COC(=O)[C:11]=2C(O[C@@H]2O[C@H](C(O)=O)[C@@H](O)[C@H](O)[C@H]2O)=[C:9]([CH2:30]/[CH:31]=[C:32](/[CH2:34][CH2:35][C:36](O)=O)\C)[C:8]=1OC, predict the reaction product. The product is: [CH2:3]=[CH:4][CH2:5][CH2:36][CH2:35][CH2:34][CH2:32][CH2:31][CH2:30][CH2:9][CH2:8][CH2:7][CH2:12][CH3:11].[CH2:6]=[CH:7][CH3:8]. (3) Given the reactants [Cl:1]N1C(=O)CCC1=O.[Cl:9][C:10]1[C:18]2[C:17]([O:19][CH3:20])=[N:16][C:15]([NH:21][CH:22]=[O:23])=[N:14][C:13]=2[N:12]([C@@H:24]2[O:34][C@H:33]([CH2:35][O:36][C:37](=[O:41])[CH:38]([CH3:40])[CH3:39])[C@@H:26]([O:27][C:28](=[O:32])[CH:29]([CH3:31])[CH3:30])[CH2:25]2)[CH:11]=1, predict the reaction product. The product is: [CH3:30][CH:29]([CH3:31])[C:28]([O:27][C@@H:26]1[C@@H:33]([CH2:35][O:36][C:37](=[O:41])[CH:38]([CH3:40])[CH3:39])[O:34][C@@H:24]([N:12]2[C:13]3[N:14]=[C:15]([NH:21][CH:22]=[O:23])[N:16]=[C:17]([O:19][CH3:20])[C:18]=3[C:10]([Cl:9])=[C:11]2[Cl:1])[CH2:25]1)=[O:32].